This data is from Forward reaction prediction with 1.9M reactions from USPTO patents (1976-2016). The task is: Predict the product of the given reaction. (1) Given the reactants [CH2:1]([C:5]1([CH3:32])[CH2:10][CH2:9][N:8]([C:11]2[N:16]3[CH:17]=[C:18]([C:20]([O:22][CH2:23][CH3:24])=[O:21])[N:19]=[C:15]3[CH:14]=[C:13]([CH3:25])[C:12]=2[C@H:26]([OH:31])[C:27]([O:29][CH3:30])=[O:28])[CH2:7][CH2:6]1)[CH2:2][CH:3]=[CH2:4].C(Cl)Cl.C([O-])(O)=O.[Na+], predict the reaction product. The product is: [CH2:1]([C:5]1([CH3:32])[CH2:10][CH2:9][N:8]([C:11]2[N:16]3[CH:17]=[C:18]([C:20]([O:22][CH2:23][CH3:24])=[O:21])[N:19]=[C:15]3[CH:14]=[C:13]([CH3:25])[C:12]=2[C@H:26]([O:31][C:5]([CH3:10])([CH3:6])[CH3:1])[C:27]([O:29][CH3:30])=[O:28])[CH2:7][CH2:6]1)[CH2:2][CH:3]=[CH2:4]. (2) Given the reactants [OH:1][CH2:2][C:3]1[C:4]([CH2:10][C:11]([CH3:13])=[CH2:12])=[C:5]([OH:9])[CH:6]=[CH:7][CH:8]=1, predict the reaction product. The product is: [CH3:12][C:11]1([CH3:13])[CH2:10][C:4]2[C:5]([OH:9])=[CH:6][CH:7]=[CH:8][C:3]=2[CH2:2][O:1]1. (3) Given the reactants FC(F)(F)C([NH:5][CH2:6][CH2:7][CH2:8][C:9]1[CH:14]=[CH:13][CH:12]=[C:11](/[CH:15]=[CH:16]/[C:17]([OH:24])([CH2:21][CH2:22][CH3:23])[CH2:18][CH2:19][CH3:20])[CH:10]=1)=O.C([O-])([O-])=O.[K+].[K+], predict the reaction product. The product is: [NH2:5][CH2:6][CH2:7][CH2:8][C:9]1[CH:10]=[C:11]([CH:12]=[CH:13][CH:14]=1)/[CH:15]=[CH:16]/[C:17]([OH:24])([CH2:18][CH2:19][CH3:20])[CH2:21][CH2:22][CH3:23]. (4) Given the reactants [F:1][C:2]1[CH:3]=[C:4]([CH:10]2[CH2:12][CH:11]2[CH2:13][OH:14])[CH:5]=[CH:6][C:7]=1[O:8][CH3:9].I(C1C=CC=CC=1C(O)=O)(=O)=O, predict the reaction product. The product is: [F:1][C:2]1[CH:3]=[C:4]([CH:10]2[CH2:12][CH:11]2[CH:13]=[O:14])[CH:5]=[CH:6][C:7]=1[O:8][CH3:9]. (5) Given the reactants [CH3:1][C:2]1[C:7]([C:8]([OH:10])=O)=[CH:6][N:5]=[C:4]([C:11]([F:14])([F:13])[F:12])[N:3]=1.[C:15](Cl)(=[O:19])[C:16](Cl)=O.[C:21]([NH2:29])(=O)[C:22]1[CH:27]=[CH:26][CH:25]=C[CH:23]=1.[CH:30]([N:33](CC)C(C)C)([CH3:32])[CH3:31], predict the reaction product. The product is: [CH3:1][C:2]1[C:7]([C:8]([NH:29][C:21]2[C:16]([C:15]([NH:33][CH:30]([CH3:32])[CH3:31])=[O:19])=[CH:25][CH:26]=[CH:27][C:22]=2[CH3:23])=[O:10])=[CH:6][N:5]=[C:4]([C:11]([F:14])([F:13])[F:12])[N:3]=1. (6) Given the reactants [NH2:1][C:2]1[CH:9]=[CH:8][C:7]([CH2:10][CH:11]([CH3:13])[CH3:12])=[CH:6][C:3]=1[C:4]#[N:5].[S:14](Cl)(=[O:17])(=[O:16])[NH2:15], predict the reaction product. The product is: [C:4]([C:3]1[CH:6]=[C:7]([CH2:10][CH:11]([CH3:13])[CH3:12])[CH:8]=[CH:9][C:2]=1[NH:1][S:14]([NH2:15])(=[O:17])=[O:16])#[N:5].